From a dataset of Peptide-MHC class I binding affinity with 185,985 pairs from IEDB/IMGT. Regression. Given a peptide amino acid sequence and an MHC pseudo amino acid sequence, predict their binding affinity value. This is MHC class I binding data. The peptide sequence is LAYYNSCML. The MHC is HLA-A02:03 with pseudo-sequence HLA-A02:03. The binding affinity (normalized) is 0.108.